The task is: Predict the reactants needed to synthesize the given product.. This data is from Full USPTO retrosynthesis dataset with 1.9M reactions from patents (1976-2016). (1) Given the product [CH2:50]([O:52][C:53](=[O:74])[C@H:54]([O:56][C:57]1[CH:62]=[C:61]([NH:9][S:6]([C:2]2[S:1][CH:5]=[CH:4][N:3]=2)(=[O:8])=[O:7])[N:60]=[C:59]([S:64][CH2:65][C:66]2[CH:71]=[CH:70][CH:69]=[C:68]([F:72])[C:67]=2[F:73])[N:58]=1)[CH3:55])[CH3:51], predict the reactants needed to synthesize it. The reactants are: [S:1]1[CH:5]=[CH:4][N:3]=[C:2]1[S:6]([NH2:9])(=[O:8])=[O:7].C1(P(C2CCCCC2)C2C=CC=CC=2C2C(C(C)C)=CC(C(C)C)=CC=2C(C)C)CCCCC1.C(=O)([O-])[O-].[Cs+].[Cs+].[CH2:50]([O:52][C:53](=[O:74])[C@H:54]([O:56][C:57]1[CH:62]=[C:61](Cl)[N:60]=[C:59]([S:64][CH2:65][C:66]2[CH:71]=[CH:70][CH:69]=[C:68]([F:72])[C:67]=2[F:73])[N:58]=1)[CH3:55])[CH3:51]. (2) Given the product [OH:26][CH2:25][C:17]1[CH:16]=[C:15]([CH2:14][CH2:13][CH2:12][C:9]2[CH:10]=[CH:11][C:6]([O:5][CH2:4][CH:3]([OH:31])[C:2]([CH3:32])([CH3:33])[CH3:1])=[C:7]([CH2:29][CH3:30])[CH:8]=2)[CH:24]=[CH:23][C:18]=1[CH2:19][OH:20], predict the reactants needed to synthesize it. The reactants are: [CH3:1][C:2]([CH3:33])([CH3:32])[C:3](=[O:31])[CH2:4][O:5][C:6]1[CH:11]=[CH:10][C:9]([CH2:12][CH2:13][CH2:14][C:15]2[CH:16]=[C:17]([C:25](OC)=[O:26])[C:18](=[CH:23][CH:24]=2)[C:19](OC)=[O:20])=[CH:8][C:7]=1[CH2:29][CH3:30].[H-].[Al+3].[Li+].[H-].[H-].[H-].[OH-].[Na+].Cl. (3) Given the product [OH:23][C:14]1[C:13]([C:24]([F:27])([F:26])[F:25])=[CH:12][CH:11]=[C:10]([CH2:9][O:8][C:5]2[CH:6]=[N:7][C:2]([C:35]3[CH:36]=[CH:37][C:32]([CH2:31][C:30]([O:29][CH3:28])=[O:48])=[CH:33][C:34]=3[CH3:47])=[CH:3][CH:4]=2)[C:15]=1[C:16]([O:18][C:19]([CH3:22])([CH3:21])[CH3:20])=[O:17], predict the reactants needed to synthesize it. The reactants are: Cl[C:2]1[N:7]=[CH:6][C:5]([O:8][CH2:9][C:10]2[C:15]([C:16]([O:18][C:19]([CH3:22])([CH3:21])[CH3:20])=[O:17])=[C:14]([OH:23])[C:13]([C:24]([F:27])([F:26])[F:25])=[CH:12][CH:11]=2)=[CH:4][CH:3]=1.[CH3:28][O:29][C:30](=[O:48])[CH2:31][C:32]1[CH:37]=[CH:36][C:35](B2OC(C)(C)C(C)(C)O2)=[C:34]([CH3:47])[CH:33]=1. (4) Given the product [F:32][C:26]1[CH:27]=[CH:28][CH:29]=[C:30]([F:31])[C:25]=1[C:24]([NH:23][C:22]1[C:18]([C:9]2[NH:8][C:7]([C:1]3[CH:6]=[CH:5][CH:4]=[CH:3][CH:2]=3)=[C:11]([CH3:12])[N:10]=2)=[N:19][NH:20][CH:21]=1)=[O:33], predict the reactants needed to synthesize it. The reactants are: [C:1]1([C:7]2[N:8]=[C:9]([C:18]3[C:22]([NH:23][C:24](=[O:33])[C:25]4[C:30]([F:31])=[CH:29][CH:28]=[CH:27][C:26]=4[F:32])=[CH:21][NH:20][N:19]=3)[NH:10][C:11]=2[C:12]2C=CC=CC=2)[CH:6]=[CH:5][CH:4]=[CH:3][CH:2]=1.C1(C(=O)C(=O)C)C=CC=CC=1. (5) Given the product [CH3:16][C:8]1[N:9]=[C:10]([NH:12][C:13](=[O:15])[CH3:14])[S:11][C:7]=1[C:6]1[CH:5]=[C:4]([S:17]([N:20]2[CH2:21][CH2:22][CH2:23][CH2:24]2)(=[O:19])=[O:18])[S:3][CH:2]=1, predict the reactants needed to synthesize it. The reactants are: Br[C:2]1[S:3][C:4]([S:17]([N:20]2[CH2:24][CH:23]=[CH:22][CH2:21]2)(=[O:19])=[O:18])=[CH:5][C:6]=1[C:7]1[S:11][C:10]([NH:12][C:13](=[O:15])[CH3:14])=[N:9][C:8]=1[CH3:16].C([Li])CCC. (6) Given the product [NH:8]1[C:4]2=[N:5][CH:6]=[CH:7][C:2]([B:18]([OH:23])[OH:19])=[C:3]2[CH:10]=[CH:9]1, predict the reactants needed to synthesize it. The reactants are: Br[C:2]1[CH:7]=[CH:6][N:5]=[C:4]2[NH:8][CH:9]=[CH:10][C:3]=12.[H-].[Na+].C([Li])CCC.[B:18](OC(C)C)([O:23]C(C)C)[O:19]C(C)C.